From a dataset of Reaction yield outcomes from USPTO patents with 853,638 reactions. Predict the reaction yield, written as a fraction of the theoretical maximum amount of product (1.0 means a 100% yield; for example, 0.34 means a 34% yield). (1) The reactants are Cl[C:2]1[N:7]=[CH:6][N:5]=[C:4]([NH:8][C:9]2[CH:14]=[CH:13][C:12]([N:15]3[CH:19]=[C:18]([CH3:20])[N:17]=[CH:16]3)=[C:11]([O:21][CH3:22])[CH:10]=2)[N:3]=1.[Cl:23][C:24]1[CH:31]=[CH:30][C:27]([NH:28][CH3:29])=[CH:26][CH:25]=1. The catalyst is C(OCC)(=O)C. The product is [Cl:23][C:24]1[CH:31]=[CH:30][C:27]([N:28]([CH3:29])[C:2]2[N:3]=[C:4]([NH:8][C:9]3[CH:14]=[CH:13][C:12]([N:15]4[CH:19]=[C:18]([CH3:20])[N:17]=[CH:16]4)=[C:11]([O:21][CH3:22])[CH:10]=3)[N:5]=[CH:6][N:7]=2)=[CH:26][CH:25]=1. The yield is 0.230. (2) The reactants are [OH:1][C:2]1[N:3]=[C:4]([CH3:20])[N:5]([CH2:9][C:10]2[CH:19]=[CH:18][C:13]([C:14]([O:16][CH3:17])=[O:15])=[CH:12][CH:11]=2)[C:6](=[O:8])[CH:7]=1.C(=O)([O-])[O-].[K+].[K+].[F:27][C:28]1[CH:35]=[C:34]([F:36])[CH:33]=[CH:32][C:29]=1[CH2:30]Br. The catalyst is CN(C=O)C.C1OCCOCCOCCOCCOCCOC1. The product is [F:27][C:28]1[CH:35]=[C:34]([F:36])[CH:33]=[CH:32][C:29]=1[CH2:30][O:1][C:2]1[N:3]=[C:4]([CH3:20])[N:5]([CH2:9][C:10]2[CH:19]=[CH:18][C:13]([C:14]([O:16][CH3:17])=[O:15])=[CH:12][CH:11]=2)[C:6](=[O:8])[CH:7]=1. The yield is 0.690. (3) The catalyst is O1CCCC1.CO.O. The product is [CH3:1][C:2]1[N:10]([CH:11]([C:13]2[CH:18]=[CH:17][CH:16]=[CH:15][CH:14]=2)[CH3:12])[C:5]2=[N:6][CH:7]=[CH:8][CH:9]=[C:4]2[C:3]=1[C:19]([OH:21])=[O:20]. The reactants are [CH3:1][C:2]1[N:10]([CH:11]([C:13]2[CH:18]=[CH:17][CH:16]=[CH:15][CH:14]=2)[CH3:12])[C:5]2=[N:6][CH:7]=[CH:8][CH:9]=[C:4]2[C:3]=1[C:19]([O:21]C)=[O:20].[OH-].[Li+]. The yield is 0.840. (4) The reactants are Cl[C:2]1[C:3](=[O:25])[N:4]([CH2:14][C:15]2[CH:24]=[CH:23][C:18]([C:19]([O:21][CH3:22])=[O:20])=[CH:17][CH:16]=2)[C:5](=[O:13])[C:6]=1[C:7]1[CH:12]=[CH:11][CH:10]=[CH:9][CH:8]=1.[CH3:26][O:27][C:28]1[CH:34]=[CH:33][C:31]([NH2:32])=[CH:30][CH:29]=1.C(N(CC)CC)C. The catalyst is CN(C=O)C. The product is [CH3:26][O:27][C:28]1[CH:34]=[CH:33][C:31]([NH:32][C:2]2[C:3](=[O:25])[N:4]([CH2:14][C:15]3[CH:24]=[CH:23][C:18]([C:19]([O:21][CH3:22])=[O:20])=[CH:17][CH:16]=3)[C:5](=[O:13])[C:6]=2[C:7]2[CH:12]=[CH:11][CH:10]=[CH:9][CH:8]=2)=[CH:30][CH:29]=1. The yield is 0.300. (5) The reactants are [NH2:1][C:2]1[O:3][CH2:4][C:5]2([C@H:15]3[CH2:16][N:17]([C:20]([O:22][CH2:23][C:24]4[CH:29]=[CH:28][CH:27]=[CH:26][CH:25]=4)=[O:21])[CH2:18][CH2:19][C@@H:14]3[O:13][C:12]3[CH:11]=[CH:10][C:9]([C:30]4[C:31]([F:36])=[N:32][CH:33]=[CH:34][CH:35]=4)=[CH:8][C:7]2=3)[N:6]=1.[CH3:37][C:38]([O:41][C:42](O[C:42]([O:41][C:38]([CH3:40])([CH3:39])[CH3:37])=[O:43])=[O:43])([CH3:40])[CH3:39].CC(O)C. The catalyst is C(Cl)Cl.CO. The product is [C:38]([O:41][C:42]([NH:1][C:2]1[O:3][CH2:4][C:5]2([C@H:15]3[CH2:16][N:17]([C:20]([O:22][CH2:23][C:24]4[CH:29]=[CH:28][CH:27]=[CH:26][CH:25]=4)=[O:21])[CH2:18][CH2:19][C@@H:14]3[O:13][C:12]3[CH:11]=[CH:10][C:9]([C:30]4[C:31]([F:36])=[N:32][CH:33]=[CH:34][CH:35]=4)=[CH:8][C:7]2=3)[N:6]=1)=[O:43])([CH3:40])([CH3:39])[CH3:37]. The yield is 0.581. (6) The reactants are [Br:1]N1C(=O)CCC1=O.[F:9][CH:10]([F:28])[O:11][C:12]1[CH:13]=[CH:14][C:15]2[N:16]([N:18]=[C:19]([C:21]3[CH:26]=[CH:25][CH:24]=[C:23]([F:27])[CH:22]=3)[CH:20]=2)[N:17]=1.C(=O)(O)[O-].[Na+]. The catalyst is CN(C=O)C.C(OCC)(=O)C. The product is [Br:1][C:20]1[C:19]([C:21]2[CH:26]=[CH:25][CH:24]=[C:23]([F:27])[CH:22]=2)=[N:18][N:16]2[C:15]=1[CH:14]=[CH:13][C:12]([O:11][CH:10]([F:9])[F:28])=[N:17]2. The yield is 0.910.